From a dataset of Forward reaction prediction with 1.9M reactions from USPTO patents (1976-2016). Predict the product of the given reaction. (1) Given the reactants [CH3:1][O:2][C:3](=[O:18])[C@H:4]([NH2:17])[CH2:5][CH2:6][CH2:7][CH2:8][NH:9][C:10]([O:12][C:13]([CH3:16])([CH3:15])[CH3:14])=[O:11].[CH3:19][C:20]1[CH:21]=[C:22](B(O)O)[CH:23]=[C:24]([CH3:27])[C:25]=1[F:26].C(N(CC)CC)C, predict the reaction product. The product is: [CH3:1][O:2][C:3](=[O:18])[C@H:4]([NH:17][C:22]1[CH:23]=[C:24]([CH3:27])[C:25]([F:26])=[C:20]([CH3:19])[CH:21]=1)[CH2:5][CH2:6][CH2:7][CH2:8][NH:9][C:10]([O:12][C:13]([CH3:14])([CH3:15])[CH3:16])=[O:11]. (2) Given the reactants Cl[C:2]1[C:3]([C:8]([CH3:26])([CH3:25])[C:9]([NH:11][CH:12]2[CH2:17][CH2:16][N:15]([C:18]([O:20][C:21]([CH3:24])([CH3:23])[CH3:22])=[O:19])[CH2:14][CH2:13]2)=[O:10])=[N:4][CH:5]=[CH:6][N:7]=1.C(=O)([O-])[O-].[Cs+].[Cs+].O, predict the reaction product. The product is: [CH3:25][C:8]1([CH3:26])[C:3]2[C:2](=[N:7][CH:6]=[CH:5][N:4]=2)[N:11]([CH:12]2[CH2:17][CH2:16][N:15]([C:18]([O:20][C:21]([CH3:24])([CH3:23])[CH3:22])=[O:19])[CH2:14][CH2:13]2)[C:9]1=[O:10]. (3) Given the reactants [Cl:1][C:2]1[CH:7]=[CH:6][CH:5]=[CH:4][C:3]=1[C:8]1[N:13]=[C:12]([NH:14][CH2:15][CH:16]([CH3:18])[CH3:17])[C:11]([C:19]#[N:20])=[CH:10][C:9]=1[C:21]1[CH:26]=[CH:25][C:24]([Cl:27])=[CH:23][CH:22]=1.C[Mg+].[Br-].[Cl:31][CH2:32][C:33](Cl)=[O:34], predict the reaction product. The product is: [Cl:31][CH2:32][C:33]([N:14]([C:12]1[C:11]([C:19]#[N:20])=[CH:10][C:9]([C:21]2[CH:22]=[CH:23][C:24]([Cl:27])=[CH:25][CH:26]=2)=[C:8]([C:3]2[CH:4]=[CH:5][CH:6]=[CH:7][C:2]=2[Cl:1])[N:13]=1)[CH2:15][CH:16]([CH3:18])[CH3:17])=[O:34].